This data is from Reaction yield outcomes from USPTO patents with 853,638 reactions. The task is: Predict the reaction yield, written as a fraction of the theoretical maximum amount of product (1.0 means a 100% yield; for example, 0.34 means a 34% yield). (1) The reactants are [CH2:1]([O:8][CH2:9][C:10](Cl)=[O:11])[C:2]1[CH:7]=[CH:6][CH:5]=[CH:4][CH:3]=1.[Si]([O:20][C:21]1[C:30]2[C:25](=[C:26]([O:32][CH2:33][CH2:34][CH3:35])[CH:27]=[CH:28][C:29]=2[F:31])[N:24]=[CH:23][C:22]=1[C:36]1[CH:41]=[CH:40][C:39]([O:42][CH3:43])=[CH:38][CH:37]=1)(C(C)(C)C)(C)C.C(=O)(O)[O-].[Na+]. The catalyst is ClCCl. The product is [CH2:1]([O:8][CH2:9][C:10]([N:24]1[C:25]2[C:30](=[C:29]([F:31])[CH:28]=[CH:27][C:26]=2[O:32][CH2:33][CH2:34][CH3:35])[C:21](=[O:20])[C:22]([C:36]2[CH:37]=[CH:38][C:39]([O:42][CH3:43])=[CH:40][CH:41]=2)=[CH:23]1)=[O:11])[C:2]1[CH:7]=[CH:6][CH:5]=[CH:4][CH:3]=1. The yield is 0.150. (2) The reactants are ClC(OCC)=O.[CH3:7][O:8][CH2:9][CH2:10][O:11][CH2:12][O:13][C:14]1[CH:19]=[CH:18][C:17]([C@@H:20]2[CH2:22][C@H:21]2[C:23]([OH:25])=O)=[CH:16][CH:15]=1.[N-:26]=[N+:27]=[N-:28].[Na+]. The catalyst is CC(C)=O.O. The product is [CH3:7][O:8][CH2:9][CH2:10][O:11][CH2:12][O:13][C:14]1[CH:19]=[CH:18][C:17]([C@@H:20]2[CH2:22][C@H:21]2[C:23]([N:26]=[N+:27]=[N-:28])=[O:25])=[CH:16][CH:15]=1. The yield is 0.930. (3) The reactants are Br[C:2]1[CH:3]=[C:4]2[C:9](=[CH:10][CH:11]=1)[N:8]=[CH:7][C:6]([C:12]([CH:14]1[CH2:16][CH2:15]1)=[O:13])=[C:5]2[NH:17][C@H:18]1[CH2:23][CH2:22][C@H:21]([NH:24][C:25](=[O:31])[O:26][C:27]([CH3:30])([CH3:29])[CH3:28])[CH2:20][CH2:19]1.[Cl:32][C:33]1[CH:38]=[C:37](B2OC(C)(C)C(C)(C)O2)[CH:36]=[C:35]([Cl:48])[C:34]=1[OH:49]. No catalyst specified. The product is [CH:14]1([C:12]([C:6]2[CH:7]=[N:8][C:9]3[C:4]([C:5]=2[NH:17][C@H:18]2[CH2:19][CH2:20][C@H:21]([NH:24][C:25](=[O:31])[O:26][C:27]([CH3:28])([CH3:29])[CH3:30])[CH2:22][CH2:23]2)=[CH:3][C:2]([C:37]2[CH:38]=[C:33]([Cl:32])[C:34]([OH:49])=[C:35]([Cl:48])[CH:36]=2)=[CH:11][CH:10]=3)=[O:13])[CH2:15][CH2:16]1. The yield is 0.510. (4) The product is [F:1][C:2]1[CH:7]=[CH:6][C:5]([CH:8]2[NH:9][C:10]3[C:15]4[C:16](=[N:32][NH:33][C:26](=[O:28])[C:14]=4[CH:13]=[CH:12][CH:11]=3)[C:17]2([CH3:24])[C:18]2[N:19]([CH3:23])[CH:20]=[CH:21][N:22]=2)=[CH:4][CH:3]=1. The reactants are [F:1][C:2]1[CH:7]=[CH:6][C:5]([CH:8]2[C:17]([CH3:24])([C:18]3[N:19]([CH3:23])[CH:20]=[CH:21][N:22]=3)[C:16](=O)[C:15]3[C:14]([C:26]([O:28]CC)=O)=[CH:13][CH:12]=[CH:11][C:10]=3[NH:9]2)=[CH:4][CH:3]=1.O.[NH2:32][NH2:33]. No catalyst specified. The yield is 0.140. (5) The reactants are Cl.[Cl:2][C:3]1[CH:8]=[CH:7][N:6]=[C:5]([C:9]([O:11]C)=O)[CH:4]=1.[NH2:13][CH2:14][CH2:15][N:16]1[CH2:21][CH2:20][O:19][CH2:18][CH2:17]1.O. The catalyst is C1COCC1. The product is [Cl:2][C:3]1[CH:8]=[CH:7][N:6]=[C:5]([C:9](=[O:11])[NH:13][CH2:14][CH2:15][N:16]2[CH2:21][CH2:20][O:19][CH2:18][CH2:17]2)[CH:4]=1. The yield is 0.950. (6) The reactants are [CH2:1]([C:3]1[C:11]([CH3:12])=[C:10]2[C:6]([C:7](=[O:13])[O:8][CH2:9]2)=[C:5]([O:14][CH2:15][CH2:16][Si:17]([CH3:20])([CH3:19])[CH3:18])[C:4]=1[CH2:21][CH:22]=[C:23]([CH3:26])[CH:24]=[O:25])[CH3:2].[BH4-].[Li+]. The catalyst is CO.CO.O.C1COCC1. The product is [CH2:1]([C:3]1[C:11]([CH3:12])=[C:10]2[C:6](=[C:5]([O:14][CH2:15][CH2:16][Si:17]([CH3:18])([CH3:19])[CH3:20])[C:4]=1[CH2:21][CH:22]=[C:23]([CH3:26])[CH2:24][OH:25])[C:7](=[O:13])[O:8][CH2:9]2)[CH3:2]. The yield is 0.730.